Task: Regression. Given a peptide amino acid sequence and an MHC pseudo amino acid sequence, predict their binding affinity value. This is MHC class I binding data.. Dataset: Peptide-MHC class I binding affinity with 185,985 pairs from IEDB/IMGT (1) The MHC is HLA-A68:01 with pseudo-sequence HLA-A68:01. The binding affinity (normalized) is 0.140. The peptide sequence is SLNFLGGTTV. (2) The peptide sequence is EMKEAFHGL. The MHC is HLA-B58:01 with pseudo-sequence HLA-B58:01. The binding affinity (normalized) is 0.0847. (3) The peptide sequence is ATFEVFLAK. The MHC is HLA-B58:01 with pseudo-sequence HLA-B58:01. The binding affinity (normalized) is 0.0847. (4) The peptide sequence is LLDTASALYR. The MHC is Patr-A0401 with pseudo-sequence Patr-A0401. The binding affinity (normalized) is 0.567. (5) The peptide sequence is EIKFNDITF. The MHC is HLA-B40:01 with pseudo-sequence HLA-B40:01. The binding affinity (normalized) is 0.0847.